This data is from Full USPTO retrosynthesis dataset with 1.9M reactions from patents (1976-2016). The task is: Predict the reactants needed to synthesize the given product. Given the product [CH3:16][O:14][C:12]([C:8]1[C:7]([O:27][CH3:28])=[CH:6][C:5]2[C:10](=[CH:11][C:2]([Br:1])=[CH:3][CH:4]=2)[CH:9]=1)=[O:13], predict the reactants needed to synthesize it. The reactants are: [Br:1][C:2]1[CH:11]=[C:10]2[C:5]([CH:6]=[C:7](O)[C:8]([C:12]([OH:14])=[O:13])=[CH:9]2)=[CH:4][CH:3]=1.[C:16](=O)([O-])[O-].[K+].[K+].COS([O:27][CH3:28])(=O)=O.